This data is from Full USPTO retrosynthesis dataset with 1.9M reactions from patents (1976-2016). The task is: Predict the reactants needed to synthesize the given product. (1) Given the product [CH3:25][O:24][C:22]1[CH:23]=[C:18]([C:5]2[CH2:4][CH2:3][N:2]([CH3:1])[CH2:7][CH:6]=2)[C:19]([NH2:43])=[CH:20][C:21]=1[NH:26][C:27]1[N:32]=[C:31]([C:33]2[C:41]3[C:36](=[CH:37][CH:38]=[CH:39][CH:40]=3)[N:35]([CH3:42])[CH:34]=2)[CH:30]=[CH:29][N:28]=1, predict the reactants needed to synthesize it. The reactants are: [CH3:1][N:2]1[CH2:7][CH:6]=[C:5](B2OC(C)(C)C(C)(C)O2)[CH2:4][CH2:3]1.Br[C:18]1[CH:23]=[C:22]([O:24][CH3:25])[C:21]([NH:26][C:27]2[N:32]=[C:31]([C:33]3[C:41]4[C:36](=[CH:37][CH:38]=[CH:39][CH:40]=4)[N:35]([CH3:42])[CH:34]=3)[CH:30]=[CH:29][N:28]=2)=[CH:20][C:19]=1[NH2:43].[O-]P([O-])([O-])=O.[K+].[K+].[K+]. (2) Given the product [OH:1][CH2:2][C@@H:3]([NH:10][C:11]([C:13]1[NH:14][CH:15]=[C:16]([C:18]2[C:19]([CH2:24][O:25][CH3:26])=[CH:20][N:37]=[C:35]([NH:34][C:28]3[CH:33]=[CH:32][CH:31]=[CH:30][CH:29]=3)[N:36]=2)[CH:17]=1)=[O:12])[C:4]1[CH:9]=[CH:8][CH:7]=[CH:6][CH:5]=1, predict the reactants needed to synthesize it. The reactants are: [OH:1][CH2:2][C@@H:3]([NH:10][C:11]([C:13]1[NH:14][CH:15]=[C:16]([C:18](=O)[C:19]([CH2:24][O:25][CH3:26])=[CH:20]N(C)C)[CH:17]=1)=[O:12])[C:4]1[CH:9]=[CH:8][CH:7]=[CH:6][CH:5]=1.[C:28]1([NH:34][C:35]([NH2:37])=[NH:36])[CH:33]=[CH:32][CH:31]=[CH:30][CH:29]=1. (3) Given the product [NH2:34][C:35]1[N:44]=[C:43]([N:45]2[CH2:50][CH2:49][N:48]([CH3:51])[CH2:47][CH2:46]2)[C:42]2[C:37](=[CH:38][C:39]([C:52]([N:28]3[CH2:29][CH2:31][C:16]4[C:33](=[CH:18][CH:19]=[CH:20][C:15]=4[O:67][CH2:66][C:59]4[CH:58]=[C:57]([CH:62]=[CH:61][CH:60]=4)[C:56]#[N:63])[CH2:32]3)=[O:54])=[CH:40][CH:41]=2)[N:36]=1, predict the reactants needed to synthesize it. The reactants are: F[P-](F)(F)(F)(F)F.C[N+](C)=C(N(C)C)ON1[C:16]2N=[CH:18][CH:19]=[CH:20][C:15]=2N=N1.C([N:28]([CH2:32][CH3:33])[CH:29]([CH3:31])C)(C)C.[NH2:34][C:35]1[N:44]=[C:43]([N:45]2[CH2:50][CH2:49][N:48]([CH3:51])[CH2:47][CH2:46]2)[C:42]2[C:37](=[CH:38][C:39]([C:52]([OH:54])=O)=[CH:40][CH:41]=2)[N:36]=1.Cl.[C:56](#[N:63])[C:57]1[CH:62]=[CH:61][CH:60]=[CH:59][CH:58]=1.CN(C)[CH:66]=[O:67]. (4) Given the product [CH3:2][O:3][C:4]1[CH:5]=[C:6]([NH:10][N:11]=[C:29]([C:24]2[CH:25]=[CH:19][CH:18]=[CH:16][C:15]=2[N+:12]([O-:14])=[O:13])[CH3:30])[CH:7]=[CH:8][CH:9]=1, predict the reactants needed to synthesize it. The reactants are: Cl.[CH3:2][O:3][C:4]1[CH:5]=[C:6]([NH:10][NH2:11])[CH:7]=[CH:8][CH:9]=1.[N+:12]([CH2:15][C:16]([C:18]1C=CC=C[CH:19]=1)=O)([O-:14])=[O:13].[C:24]([O-])(=O)[CH3:25].[Na+].[C:29](O)(=O)[CH3:30]. (5) Given the product [O:31]1[C:35]2[CH:36]=[CH:37][C:38]([CH2:40][N:41]3[CH2:42][CH2:43][N:50]([C:24]([C:19]4[NH:20][C:21]5[C:17]([CH:18]=4)=[CH:16][C:15]([O:14][C:11]4[N:12]=[CH:13][C:8]([NH:7][C:5](=[O:6])[C:4]6[CH:27]=[CH:28][C:29]([Cl:30])=[C:2]([Cl:1])[CH:3]=6)=[CH:9][CH:10]=4)=[CH:23][CH:22]=5)=[O:26])[CH2:45][CH2:46]3)=[CH:39][C:34]=2[O:33][CH2:32]1, predict the reactants needed to synthesize it. The reactants are: [Cl:1][C:2]1[CH:3]=[C:4]([CH:27]=[CH:28][C:29]=1[Cl:30])[C:5]([NH:7][C:8]1[CH:9]=[CH:10][C:11]([O:14][C:15]2[CH:16]=[C:17]3[C:21](=[CH:22][CH:23]=2)[NH:20][C:19]([C:24]([OH:26])=O)=[CH:18]3)=[N:12][CH:13]=1)=[O:6].[O:31]1[C:35]2[CH:36]=[CH:37][C:38]([CH2:40][N:41]3[CH2:46][CH2:45]C[CH2:43][CH2:42]3)=[CH:39][C:34]=2[O:33][CH2:32]1.Cl.C([N:50]=C=NCCCN(C)C)C.O. (6) Given the product [C:1]([O:5][C:6]([C:8]1[C:9]([O:28][CH:38]([CH3:39])[C:37]([F:42])([F:41])[F:36])=[N:10][C:11]2[C:16]([C:17]=1[C:18]1[CH:23]=[CH:22][CH:21]=[C:20]([CH:24]([CH3:25])[CH3:26])[CH:19]=1)=[CH:15][C:14]([Cl:27])=[CH:13][CH:12]=2)=[O:7])([CH3:2])([CH3:4])[CH3:3], predict the reactants needed to synthesize it. The reactants are: [C:1]([O:5][C:6]([C:8]1[C:9]([O:28]S(C(F)(F)F)(=O)=O)=[N:10][C:11]2[C:16]([C:17]=1[C:18]1[CH:23]=[CH:22][CH:21]=[C:20]([CH:24]([CH3:26])[CH3:25])[CH:19]=1)=[CH:15][C:14]([Cl:27])=[CH:13][CH:12]=2)=[O:7])([CH3:4])([CH3:3])[CH3:2].[F:36][C:37]([F:42])([F:41])[CH:38](O)[CH3:39].